Task: Predict the reactants needed to synthesize the given product.. Dataset: Full USPTO retrosynthesis dataset with 1.9M reactions from patents (1976-2016) (1) Given the product [F:15][C:11]1[C:10]([N:1]2[CH:5]=[CH:4][C:3]([NH2:6])=[N:2]2)=[N:9][C:8]([F:7])=[C:13]([F:14])[CH:12]=1, predict the reactants needed to synthesize it. The reactants are: [NH:1]1[CH:5]=[CH:4][C:3]([NH2:6])=[N:2]1.[F:7][C:8]1[C:13]([F:14])=[CH:12][C:11]([F:15])=[C:10](F)[N:9]=1.C(=O)([O-])[O-].[K+].[K+]. (2) Given the product [CH3:1][O:3][C:4](=[O:8])[CH:5]([S:7][CH2:10][C:11]1[CH:12]=[C:13]([C:14]2[CH:15]=[CH:16][CH:17]=[C:18]([C:20]3[C:25]4[O:26][C:27]5[CH:32]=[CH:31][CH:30]=[CH:29][C:28]=5[C:24]=4[CH:23]=[CH:22][CH:21]=3)[CH:19]=2)[CH:33]=[CH:34][CH:35]=1)[CH3:6], predict the reactants needed to synthesize it. The reactants are: [CH2:1]([O:3][C:4](=[O:8])[CH:5]([SH:7])[CH3:6])C.Br[CH2:10][C:11]1[CH:12]=[C:13]([CH:33]=[CH:34][CH:35]=1)[C:14]1[CH:15]=[CH:16][CH:17]=[C:18]([C:20]2[C:25]3[O:26][C:27]4[CH:32]=[CH:31][CH:30]=[CH:29][C:28]=4[C:24]=3[CH:23]=[CH:22][CH:21]=2)[CH:19]=1.C(=O)([O-])[O-].[Cs+].[Cs+]. (3) Given the product [C:1]([O:5][C:6]([N:8]1[CH2:20][C@@H:19]([CH3:21])[N:18]2[C@H:10]([CH2:11][C:12]3[C:17]2=[N:16][C:15]([CH:28]([OH:30])[CH3:29])=[CH:14][CH:13]=3)[CH2:9]1)=[O:7])([CH3:4])([CH3:3])[CH3:2], predict the reactants needed to synthesize it. The reactants are: [C:1]([O:5][C:6]([N:8]1[CH2:20][C@@H:19]([CH3:21])[N:18]2[C@H:10]([CH2:11][C:12]3[C:17]2=[N:16][C:15](Br)=[CH:14][CH:13]=3)[CH2:9]1)=[O:7])([CH3:4])([CH3:3])[CH3:2].C([Li])(C)(C)C.[CH:28](=[O:30])[CH3:29].[Cl-].[NH4+]. (4) The reactants are: [CH3:1][CH:2]([CH3:22])[C@@H:3]([N:8]1[CH:17]=[CH:16][C:15]2[C:10](=[CH:11][CH:12]=[CH:13][C:14]=2[N+:18]([O-])=O)[C:9]1=[O:21])[C:4]([NH:6][CH3:7])=[O:5].CO. Given the product [NH2:18][C:14]1[CH:13]=[CH:12][CH:11]=[C:10]2[C:15]=1[CH:16]=[CH:17][N:8]([C@H:3]([CH:2]([CH3:22])[CH3:1])[C:4]([NH:6][CH3:7])=[O:5])[C:9]2=[O:21], predict the reactants needed to synthesize it. (5) The reactants are: [F:1][C:2]1[CH:25]=[CH:24][C:5]([O:6][CH2:7][C:8]2[CH:13]=[N:12][C:11]([C:14]([O:16][CH3:17])=[O:15])=[C:10]3[O:18]C(C)(C)[O:20][CH2:21][C:9]=23)=[CH:4][CH:3]=1. Given the product [F:1][C:2]1[CH:3]=[CH:4][C:5]([O:6][CH2:7][C:8]2[C:9]([CH2:21][OH:20])=[C:10]([OH:18])[C:11]([C:14]([O:16][CH3:17])=[O:15])=[N:12][CH:13]=2)=[CH:24][CH:25]=1, predict the reactants needed to synthesize it. (6) Given the product [Cl:20][CH2:21][CH2:22][CH2:23][S:13]([C:10]1[CH:11]=[C:12]2[C:7]([C:6]([CH3:19])([CH3:18])[CH2:5][N:4]2[C:1](=[O:3])[CH3:2])=[CH:8][C:9]=1[F:17])(=[O:15])=[O:14], predict the reactants needed to synthesize it. The reactants are: [C:1]([N:4]1[C:12]2[C:7](=[CH:8][C:9]([F:17])=[C:10]([S:13](Cl)(=[O:15])=[O:14])[CH:11]=2)[C:6]([CH3:19])([CH3:18])[CH2:5]1)(=[O:3])[CH3:2].[Cl:20][CH2:21][CH2:22][CH2:23]I. (7) Given the product [Cl:1][CH2:2][CH2:3][CH2:4][O:5][C:6]1[CH:7]=[C:8]([C:17]2[S:25][C:24]3[C:19](=[N:20][CH:21]=[CH:22][C:23]=3[O:26][C:27]3[CH:32]=[CH:31][C:30]([NH2:33])=[CH:29][C:28]=3[F:36])[CH:18]=2)[CH:9]=[CH:10][C:11]=1[O:12][CH2:13][CH2:14][CH2:15][Cl:16], predict the reactants needed to synthesize it. The reactants are: [Cl:1][CH2:2][CH2:3][CH2:4][O:5][C:6]1[CH:7]=[C:8]([C:17]2[S:25][C:24]3[C:19](=[N:20][CH:21]=[CH:22][C:23]=3[O:26][C:27]3[CH:32]=[CH:31][C:30]([N+:33]([O-])=O)=[CH:29][C:28]=3[F:36])[CH:18]=2)[CH:9]=[CH:10][C:11]=1[O:12][CH2:13][CH2:14][CH2:15][Cl:16].[NH4+].[Cl-].